Dataset: Full USPTO retrosynthesis dataset with 1.9M reactions from patents (1976-2016). Task: Predict the reactants needed to synthesize the given product. (1) The reactants are: [C:1]([O:5][C:6]([NH:8][C@H:9]([C:11]1[CH:20]=[CH:19][C:14]([C:15](OC)=[O:16])=[CH:13][CH:12]=1)[CH3:10])=[O:7])([CH3:4])([CH3:3])[CH3:2].[H-].[H-].[H-].[H-].[Li+].[Al+3].CCOC(C)=O.CCCCCCC. Given the product [OH:16][CH2:15][C:14]1[CH:13]=[CH:12][C:11]([C@@H:9]([NH:8][C:6](=[O:7])[O:5][C:1]([CH3:4])([CH3:3])[CH3:2])[CH3:10])=[CH:20][CH:19]=1, predict the reactants needed to synthesize it. (2) Given the product [Cl:1][C:2]1[CH:3]=[C:4]2[C:9](=[CH:10][C:11]=1[O:12][C:13]1[CH:14]=[CH:15][C:16]([C:17](=[O:18])[NH:39][CH2:38][CH2:37][C:36]3[CH:40]=[CH:41][CH:42]=[C:34]([O:27][C:28]4[CH:33]=[CH:32][CH:31]=[CH:30][CH:29]=4)[CH:35]=3)=[CH:20][CH:21]=1)[O:8][CH2:7][CH2:6][CH:5]2[C:22]([O:24][CH2:25][CH3:26])=[O:23], predict the reactants needed to synthesize it. The reactants are: [Cl:1][C:2]1[CH:3]=[C:4]2[C:9](=[CH:10][C:11]=1[O:12][C:13]1[CH:21]=[CH:20][C:16]([C:17](O)=[O:18])=[CH:15][CH:14]=1)[O:8][CH2:7][CH2:6][CH:5]2[C:22]([O:24][CH2:25][CH3:26])=[O:23].[O:27]([C:34]1[CH:35]=[C:36]([CH:40]=[CH:41][CH:42]=1)[CH2:37][CH2:38][NH2:39])[C:28]1[CH:33]=[CH:32][CH:31]=[CH:30][CH:29]=1.Cl.CN(C)CCCN=C=NCC.ON1C2N=CC=CC=2N=N1. (3) Given the product [CH2:19]([N:26]1[CH:34]=[C:33]2[C:28]([CH:29]=[C:30]([C:2]3[CH:3]=[C:4]([C:12]4[CH:17]=[CH:16][N:15]=[C:14]([Cl:18])[CH:13]=4)[N:5]4[C:10]=3[C:9]([NH2:11])=[N:8][CH:7]=[N:6]4)[CH:31]=[CH:32]2)=[N:27]1)[C:20]1[CH:25]=[CH:24][CH:23]=[CH:22][CH:21]=1, predict the reactants needed to synthesize it. The reactants are: Br[C:2]1[CH:3]=[C:4]([C:12]2[CH:17]=[CH:16][N:15]=[C:14]([Cl:18])[CH:13]=2)[N:5]2[C:10]=1[C:9]([NH2:11])=[N:8][CH:7]=[N:6]2.[CH2:19]([N:26]1[CH:34]=[C:33]2[C:28]([CH:29]=[C:30](B3OC(C)(C)C(C)(C)O3)[CH:31]=[CH:32]2)=[N:27]1)[C:20]1[CH:25]=[CH:24][CH:23]=[CH:22][CH:21]=1. (4) Given the product [Br:1][C:2]1[CH:11]=[CH:10][CH:9]=[C:8]2[C:3]=1[CH:4]=[CH:5][N:6]=[C:7]2[O:14][CH3:15], predict the reactants needed to synthesize it. The reactants are: [Br:1][C:2]1[CH:11]=[CH:10][CH:9]=[C:8]2[C:3]=1[CH:4]=[CH:5][N+:6]([O-])=[CH:7]2.P(C#N)(=O)(OCC)[O:14][CH2:15]C.CCN(CC)CC. (5) Given the product [Cl:26][C:9]1[C:8]([C:5]2[CH:6]=[CH:7][C:2]([F:1])=[CH:3][CH:4]=2)=[C:13]([C:14]2[CH:19]=[CH:18][N:17]=[CH:16][CH:15]=2)[N:12]=[C:11]([S:20][CH3:21])[N:10]=1, predict the reactants needed to synthesize it. The reactants are: [F:1][C:2]1[CH:7]=[CH:6][C:5]([C:8]2[C:9](=O)[N:10](C)[C:11]([S:20][CH3:21])=[N:12][C:13]=2[C:14]2[CH:19]=[CH:18][N:17]=[CH:16][CH:15]=2)=[CH:4][CH:3]=1.O=P(Cl)(Cl)[Cl:26]. (6) Given the product [CH3:1][O:2][CH:3]([O:6][CH3:7])[CH2:4][NH:5][S:17]([C:12]1[CH:13]=[CH:14][CH:15]=[CH:16][C:11]=1[N+:8]([O-:10])=[O:9])(=[O:18])=[O:19], predict the reactants needed to synthesize it. The reactants are: [CH3:1][O:2][CH:3]([O:6][CH3:7])[CH2:4][NH2:5].[N+:8]([C:11]1[CH:16]=[CH:15][CH:14]=[CH:13][C:12]=1[S:17](Cl)(=[O:19])=[O:18])([O-:10])=[O:9].C(N(C(C)C)CC)(C)C.Cl.